Dataset: Reaction yield outcomes from USPTO patents with 853,638 reactions. Task: Predict the reaction yield, written as a fraction of the theoretical maximum amount of product (1.0 means a 100% yield; for example, 0.34 means a 34% yield). The reactants are [Cl:1][C:2]1[N:7]=[C:6]([NH:8][CH:9]2[CH2:14][CH2:13][CH2:12][CH2:11][CH2:10]2)[C:5]([N+:15]([O-])=O)=[CH:4][N:3]=1.O.O.[Sn](Cl)Cl. The catalyst is C(O)C. The product is [Cl:1][C:2]1[N:7]=[C:6]([NH:8][CH:9]2[CH2:14][CH2:13][CH2:12][CH2:11][CH2:10]2)[C:5]([NH2:15])=[CH:4][N:3]=1. The yield is 0.900.